From a dataset of Catalyst prediction with 721,799 reactions and 888 catalyst types from USPTO. Predict which catalyst facilitates the given reaction. (1) Reactant: [O:1](C)[S:2]([C:5]([F:8])([F:7])[F:6])(=[O:4])=[O:3].[C:10](N1C=CN=C1)([N:12]1[CH:16]=[CH:15][N:14]=[CH:13]1)=[O:11].[Br:22][C:23]([Br:27])([Br:26])[CH2:24][OH:25].[C@@H]1([N:36]2[CH:44]=[C:42](C)C(=O)[NH:39][C:37]2=O)O[C@H](CO)[C@@H]([OH:31])C1. Product: [O-:4][S:2]([C:5]([F:8])([F:7])[F:6])(=[O:3])=[O:1].[NH+:12]1[CH:16]=[CH:15][NH:14][CH:13]=1.[Br:22][C:23]([Br:27])([Br:26])[CH2:24][O:25][C:10](=[O:11])[O-:31].[NH+:39]1[CH:42]=[CH:44][NH:36][CH:37]=1. The catalyst class is: 463. (2) Product: [F:48][C:49]([F:54])([F:53])[C:50]([OH:52])=[O:51].[Cl:19][C:15]1[C:14]([F:20])=[C:13]([CH:12]2[C:11]([C:23]3[CH:28]=[CH:27][C:26]([Cl:29])=[CH:25][C:24]=3[F:30])([C:21]#[N:22])[CH:10]([CH2:31][C:32]([CH3:47])([CH3:46])[CH2:33][CH2:34][O:35][CH2:36][CH2:37][O:38][C:50](=[O:51])[C:49]([F:54])([F:53])[F:48])[NH:9][CH:8]2[C:6]([OH:5])=[O:7])[CH:18]=[CH:17][CH:16]=1. The catalyst class is: 4. Reactant: C([O:5][C:6]([CH:8]1[CH:12]([C:13]2[CH:18]=[CH:17][CH:16]=[C:15]([Cl:19])[C:14]=2[F:20])[C:11]([C:23]2[CH:28]=[CH:27][C:26]([Cl:29])=[CH:25][C:24]=2[F:30])([C:21]#[N:22])[CH:10]([CH2:31][C:32]([CH3:47])([CH3:46])[CH2:33][CH2:34][O:35][CH2:36][CH2:37][O:38][Si](C(C)(C)C)(C)C)[NH:9]1)=[O:7])(C)(C)C.[F:48][C:49]([F:54])([F:53])[C:50]([OH:52])=[O:51]. (3) Reactant: [CH3:1][O:2][C:3]1[CH:4]=[C:5]([C:11]2[S:15][C:14]3=[N:16][CH:17]=[C:18]([C:19]4[CH:20]=[N:21][C:22]([N:25]5[CH2:30][CH2:29][NH:28][CH2:27][CH2:26]5)=[N:23][CH:24]=4)[N:13]3[N:12]=2)[CH:6]=[CH:7][C:8]=1[O:9][CH3:10].[CH3:31]CN(CC)CC.C=O.C(O)(=O)C.C([BH3-])#N.[Na+]. Product: [CH3:1][O:2][C:3]1[CH:4]=[C:5]([C:11]2[S:15][C:14]3=[N:16][CH:17]=[C:18]([C:19]4[CH:20]=[N:21][C:22]([N:25]5[CH2:26][CH2:27][N:28]([CH3:31])[CH2:29][CH2:30]5)=[N:23][CH:24]=4)[N:13]3[N:12]=2)[CH:6]=[CH:7][C:8]=1[O:9][CH3:10]. The catalyst class is: 5. (4) Reactant: [F:1][C:2]1[CH:3]=[C:4]([CH3:13])[CH:5]=[C:6]2[C:10]=1[NH:9][C:8](=O)[C:7]2=O.[H-].[H-].[H-].[H-].[Li+].[Al+3].O.[OH-].[Na+]. Product: [F:1][C:2]1[CH:3]=[C:4]([CH3:13])[CH:5]=[C:6]2[C:10]=1[NH:9][CH:8]=[CH:7]2. The catalyst class is: 1.